Regression. Given two drug SMILES strings and cell line genomic features, predict the synergy score measuring deviation from expected non-interaction effect. From a dataset of NCI-60 drug combinations with 297,098 pairs across 59 cell lines. (1) Drug 1: C1=C(C(=O)NC(=O)N1)N(CCCl)CCCl. Drug 2: CCC(=C(C1=CC=CC=C1)C2=CC=C(C=C2)OCCN(C)C)C3=CC=CC=C3.C(C(=O)O)C(CC(=O)O)(C(=O)O)O. Cell line: HT29. Synergy scores: CSS=25.6, Synergy_ZIP=-0.666, Synergy_Bliss=3.59, Synergy_Loewe=-0.985, Synergy_HSA=1.94. (2) Drug 1: C1=CC(=CC=C1CC(C(=O)O)N)N(CCCl)CCCl.Cl. Drug 2: C#CCC(CC1=CN=C2C(=N1)C(=NC(=N2)N)N)C3=CC=C(C=C3)C(=O)NC(CCC(=O)O)C(=O)O. Cell line: UACC-257. Synergy scores: CSS=-4.14, Synergy_ZIP=0.480, Synergy_Bliss=-2.03, Synergy_Loewe=-6.67, Synergy_HSA=-5.82.